Task: Predict the reaction yield, written as a fraction of the theoretical maximum amount of product (1.0 means a 100% yield; for example, 0.34 means a 34% yield).. Dataset: Reaction yield outcomes from USPTO patents with 853,638 reactions (1) The yield is 0.600. The reactants are [NH:1]([C:3]1[C:8]([CH3:9])=[CH:7][C:6]([N+:10]([O-:12])=[O:11])=[CH:5][N:4]=1)[NH2:2].[CH3:13][C:14](OC(C)=O)=O.CC(O)=O. The product is [CH3:13][C:14]1[N:4]2[CH:5]=[C:6]([N+:10]([O-:12])=[O:11])[CH:7]=[C:8]([CH3:9])[C:3]2=[N:1][N:2]=1. The catalyst is O1CCOCC1. (2) The reactants are [CH:1]([C:4]1[C:5]([O:12][CH2:13][CH2:14][CH3:15])=[C:6]([CH2:10][OH:11])[CH:7]=[CH:8][CH:9]=1)([CH3:3])[CH3:2]. The catalyst is C1C=CC=CC=1.O=[Mn]=O. The product is [CH:1]([C:4]1[C:5]([O:12][CH2:13][CH2:14][CH3:15])=[C:6]([CH:7]=[CH:8][CH:9]=1)[CH:10]=[O:11])([CH3:3])[CH3:2]. The yield is 0.540. (3) The catalyst is O.C1(C)C=CC=CC=1. The product is [CH2:21]([O:20][C:18]([N:1]1[C@@H:5]([C:6]([OH:8])=[O:7])[CH2:4][C@H:3]2[CH2:9][CH2:10][CH2:11][C@@H:2]12)=[O:19])[C:22]1[CH:27]=[CH:26][CH:25]=[CH:24][CH:23]=1. The yield is 0.760. The reactants are [NH:1]1[C@@H:5]([C:6]([OH:8])=[O:7])[CH2:4][C@H:3]2[CH2:9][CH2:10][CH2:11][C@@H:2]12.C(=O)(O)[O-].[Na+].Cl[C:18]([O:20][CH2:21][C:22]1[CH:27]=[CH:26][CH:25]=[CH:24][CH:23]=1)=[O:19]. (4) The yield is 0.745. The reactants are [CH3:1][C:2]1([C:8]2[S:9][CH:10]=[C:11]([C:13](OCC)=[O:14])[N:12]=2)[CH2:7][CH2:6][O:5][CH2:4][CH2:3]1.[Li+].[BH4-].CO. The product is [CH3:1][C:2]1([C:8]2[S:9][CH:10]=[C:11]([CH2:13][OH:14])[N:12]=2)[CH2:7][CH2:6][O:5][CH2:4][CH2:3]1. The catalyst is C1COCC1. (5) The reactants are [NH2:1][C:2](=O)[CH2:3][N:4]([CH3:12])[C:5](=[O:11])[O:6][C:7]([CH3:10])([CH3:9])[CH3:8].COC1C=CC(P2(SP(C3C=CC(OC)=CC=3)(=S)S2)=[S:23])=CC=1. The yield is 0.710. The catalyst is O1CCCC1. The product is [NH2:1][C:2](=[S:23])[CH2:3][N:4]([CH3:12])[C:5](=[O:11])[O:6][C:7]([CH3:10])([CH3:9])[CH3:8]. (6) The reactants are Br[C:2]1[C:10]2[C:5](=[CH:6][CH:7]=[CH:8][CH:9]=2)[NH:4][C:3]=1[C:11]([O:13][CH2:14][CH3:15])=[O:12].[CH2:16]([O:23][C:24]1[CH:25]=[C:26]([CH2:35]O)[CH:27]=[C:28]([O:30][CH2:31][CH:32]2[CH2:34][CH2:33]2)[CH:29]=1)[C:17]1[CH:22]=[CH:21][CH:20]=[CH:19][CH:18]=1.CC(OC(/N=N/C(OC(C)C)=O)=O)C.C1C=CC(P(C2C=CC=CC=2)C2C=CC=CC=2)=CC=1.[C:70]([C:74]1[CH:79]=[CH:78][C:77](B(O)O)=[CH:76][CH:75]=1)([CH3:73])([CH3:72])[CH3:71].C([O-])(O)=O.[Na+]. The catalyst is C1(C)C=CC=CC=1.CN(C=O)C.O.[Pd]. The product is [CH2:16]([O:23][C:24]1[CH:25]=[C:26]([CH:27]=[C:28]([O:30][CH2:31][CH:32]2[CH2:33][CH2:34]2)[CH:29]=1)[CH2:35][N:4]1[C:5]2[C:10](=[CH:9][CH:8]=[CH:7][CH:6]=2)[C:2]([C:77]2[CH:78]=[CH:79][C:74]([C:70]([CH3:73])([CH3:72])[CH3:71])=[CH:75][CH:76]=2)=[C:3]1[C:11]([O:13][CH2:14][CH3:15])=[O:12])[C:17]1[CH:18]=[CH:19][CH:20]=[CH:21][CH:22]=1. The yield is 0.860.